This data is from Catalyst prediction with 721,799 reactions and 888 catalyst types from USPTO. The task is: Predict which catalyst facilitates the given reaction. (1) Reactant: C([O:8][CH:9]1[CH2:12][C:11]([C:19]([O:21][CH:22]([CH3:24])[CH3:23])=[O:20])([C:13]([O:15][CH:16]([CH3:18])[CH3:17])=[O:14])[CH2:10]1)C1C=CC=CC=1.[H][H]. Product: [OH:8][CH:9]1[CH2:12][C:11]([C:13]([O:15][CH:16]([CH3:18])[CH3:17])=[O:14])([C:19]([O:21][CH:22]([CH3:24])[CH3:23])=[O:20])[CH2:10]1. The catalyst class is: 421. (2) Reactant: Cl.[Cl:2][C:3]1[CH:4]=[N+:5]([O-:35])[CH:6]=[C:7]([Cl:34])[C:8]=1[CH2:9][C@@H:10]([C:19]1[CH:24]=[CH:23][C:22]([O:25][CH:26]([F:28])[F:27])=[C:21]([O:29][CH2:30][CH:31]2[CH2:33][CH2:32]2)[CH:20]=1)[O:11][C:12]([C@H:14]1[NH:18][CH2:17][CH2:16][S:15]1)=[O:13].N1C=CC=CC=1.Cl[CH2:43][CH2:44][S:45](Cl)(=[O:47])=[O:46]. Product: [Cl:2][C:3]1[CH:4]=[N+:5]([O-:35])[CH:6]=[C:7]([Cl:34])[C:8]=1[CH2:9][C@@H:10]([C:19]1[CH:24]=[CH:23][C:22]([O:25][CH:26]([F:28])[F:27])=[C:21]([O:29][CH2:30][CH:31]2[CH2:33][CH2:32]2)[CH:20]=1)[O:11][C:12]([C@H:14]1[N:18]([S:45]([CH:44]=[CH2:43])(=[O:47])=[O:46])[CH2:17][CH2:16][S:15]1)=[O:13]. The catalyst class is: 2.